Dataset: Forward reaction prediction with 1.9M reactions from USPTO patents (1976-2016). Task: Predict the product of the given reaction. (1) Given the reactants [C:1](Cl)(Cl)=[O:2].[NH2:5][C:6]1[CH:10]=[C:9]([C:11]([CH3:14])([CH3:13])[CH3:12])[O:8][C:7]=1[C:15]([O:17][CH3:18])=[O:16].N1C=CC=CC=1.[NH2:25][C:26]1[CH:31]=[CH:30][C:29]([CH3:32])=[CH:28][CH:27]=1, predict the reaction product. The product is: [C:15]([C:7]1[O:8][C:9]([C:11]([CH3:14])([CH3:12])[CH3:13])=[CH:10][C:6]=1[NH:5][C:1]([NH:25][C:26]1[CH:31]=[CH:30][C:29]([CH3:32])=[CH:28][CH:27]=1)=[O:2])([O:17][CH3:18])=[O:16]. (2) Given the reactants [CH3:1][C:2]([C:15]1[CH:16]=[C:17]([CH3:21])[CH:18]=[CH:19][CH:20]=1)([CH2:8][C:9]1[CH:14]=[CH:13][CH:12]=[CH:11][CH:10]=1)[C:3]([O:5]CC)=[O:4].[OH-].[Na+], predict the reaction product. The product is: [CH3:1][C:2]([C:15]1[CH:16]=[C:17]([CH3:21])[CH:18]=[CH:19][CH:20]=1)([CH2:8][C:9]1[CH:14]=[CH:13][CH:12]=[CH:11][CH:10]=1)[C:3]([OH:5])=[O:4]. (3) The product is: [CH3:1][C:2]([CH3:18])([CH3:17])[CH2:3][N:4]([CH3:19])[CH2:5][C:6]([CH3:16])([N:8]1[CH:12]=[C:11]([N+:13]([O-:15])=[O:14])[N:10]=[CH:9]1)[CH3:7]. Given the reactants [CH3:1][C:2]([CH3:18])([CH3:17])[CH2:3][NH:4][CH2:5][C:6]([CH3:16])([N:8]1[CH:12]=[C:11]([N+:13]([O-:15])=[O:14])[N:10]=[CH:9]1)[CH3:7].[CH2:19]=O, predict the reaction product. (4) Given the reactants [F:1][C:2]1[CH:18]=[CH:17][C:5]([O:6][CH2:7][C@@H:8](O)[CH2:9][CH2:10][CH2:11][C:12]([O:14]C)=[O:13])=[CH:4][CH:3]=1.CC1C=CC(S(O)(=O)=O)=CC=1.C(=O)(O)[O-].[Na+], predict the reaction product. The product is: [F:1][C:2]1[CH:3]=[CH:4][C:5]([O:6][CH2:7][C@H:8]2[O:14][C:12](=[O:13])[CH2:11][CH2:10][CH2:9]2)=[CH:17][CH:18]=1. (5) Given the reactants [CH3:1][O:2][CH2:3][CH2:4][O:5][CH2:6][CH2:7][O:8][CH2:9][CH2:10][O:11][CH2:12][CH2:13][CH2:14][CH2:15][CH2:16]CCCCC=C.C[OH:24].[S:25]1[CH:29]=[CH:28][CH:27]=[C:26]1[CH2:30][C:31](O)=O.Cl.Cl.N([C:44]([CH3:49])(C)C(N)=N)=NC(C)(C)C(N)=N, predict the reaction product. The product is: [CH3:1][O:2][CH2:3][CH2:4][O:5][CH2:6][CH2:7][O:8][CH2:9][CH2:10][O:11][CH2:12][CH2:13][CH2:14][CH2:15][CH2:16][CH2:31][CH2:30][CH2:26][CH2:27][CH2:28][CH2:29][S:25][C:44](=[O:24])[CH3:49].